Task: Predict the product of the given reaction.. Dataset: Forward reaction prediction with 1.9M reactions from USPTO patents (1976-2016) Given the reactants [CH2:1]([O:3][C:4]1[CH:5]=[C:6]([N:11]2[C:15]([CH2:16][NH:17]C(=O)OC(C)(C)C)=[CH:14][C:13]([C:25]([F:28])([F:27])[F:26])=[N:12]2)[CH:7]=[C:8]([CH3:10])[CH:9]=1)[CH3:2].[ClH:29], predict the reaction product. The product is: [ClH:29].[CH2:1]([O:3][C:4]1[CH:5]=[C:6]([N:11]2[C:15]([CH2:16][NH2:17])=[CH:14][C:13]([C:25]([F:26])([F:27])[F:28])=[N:12]2)[CH:7]=[C:8]([CH3:10])[CH:9]=1)[CH3:2].